Dataset: Reaction yield outcomes from USPTO patents with 853,638 reactions. Task: Predict the reaction yield, written as a fraction of the theoretical maximum amount of product (1.0 means a 100% yield; for example, 0.34 means a 34% yield). (1) The reactants are [NH2:1][C:2]1[N:3]=[CH:4][C:5]2[CH2:11][N:10]([C:12]3[CH:20]=[CH:19][C:15]([C:16]([OH:18])=O)=[CH:14][CH:13]=3)[CH2:9][CH2:8][C:6]=2[N:7]=1.C(N(CC)C(C)C)(C)C.CN(C(ON1N=NC2C=CC=CC1=2)=[N+](C)C)C.F[P-](F)(F)(F)(F)F.[F:54][C:55]([F:64])([F:63])[C:56]1[CH:57]=[C:58]([CH:60]=[CH:61][CH:62]=1)[NH2:59]. The catalyst is CN(C=O)C. The product is [NH2:1][C:2]1[N:3]=[CH:4][C:5]2[CH2:11][N:10]([C:12]3[CH:20]=[CH:19][C:15]([C:16]([NH:59][C:58]4[CH:60]=[CH:61][CH:62]=[C:56]([C:55]([F:54])([F:63])[F:64])[CH:57]=4)=[O:18])=[CH:14][CH:13]=3)[CH2:9][CH2:8][C:6]=2[N:7]=1. The yield is 0.0800. (2) The reactants are [Br:1][C:2]1[CH:3]=[C:4]([CH:8]([N:12]2[CH:16]=[C:15]([C:17]3[C:18]4[CH:25]=[CH:24][N:23]([CH2:26][O:27][CH2:28][CH2:29][Si:30]([CH3:33])([CH3:32])[CH3:31])[C:19]=4[N:20]=[CH:21][N:22]=3)[CH:14]=[N:13]2)[CH2:9][CH:10]=O)[CH:5]=[CH:6][CH:7]=1.CN(C)C(=O)C.C1(P(C2C=CC=CC=2)C2C=CC=CC=2)C=CC=CC=1.Br[C:60](Br)([F:62])[F:61]. The catalyst is C1COCC1.[Zn]. The product is [Br:1][C:2]1[CH:3]=[C:4]([CH:8]([N:12]2[CH:16]=[C:15]([C:17]3[C:18]4[CH:25]=[CH:24][N:23]([CH2:26][O:27][CH2:28][CH2:29][Si:30]([CH3:32])([CH3:31])[CH3:33])[C:19]=4[N:20]=[CH:21][N:22]=3)[CH:14]=[N:13]2)[CH2:9][CH:10]=[C:60]([F:62])[F:61])[CH:5]=[CH:6][CH:7]=1. The yield is 0.400. (3) The reactants are [N:1]1([C@@H:7]([CH2:11][N:12]([C:17]2[CH:22]=[CH:21][C:20]([O:23][C:24]3[CH:29]=[CH:28][C:27]([C:30]([F:33])([F:32])[F:31])=[CH:26][CH:25]=3)=[CH:19][CH:18]=2)[S:13]([CH3:16])(=[O:15])=[O:14])[C:8](O)=[O:9])[CH2:6][CH2:5][O:4][CH2:3][CH2:2]1.C(Cl)CCl.C1C=CC2N(O)N=NC=2C=1.CCN(CC)CC.[C:55]([O:74][NH2:75])([C:68]1[CH:73]=[CH:72][CH:71]=[CH:70][CH:69]=1)([C:62]1[CH:67]=[CH:66][CH:65]=[CH:64][CH:63]=1)[C:56]1[CH:61]=[CH:60][CH:59]=[CH:58][CH:57]=1. The catalyst is C(Cl)(Cl)Cl.C(Cl)Cl.O. The product is [C:62]1([C:55]([C:68]2[CH:73]=[CH:72][CH:71]=[CH:70][CH:69]=2)([C:56]2[CH:57]=[CH:58][CH:59]=[CH:60][CH:61]=2)[O:74][NH:75][C:8](=[O:9])[C@@H:7]([N:1]2[CH2:2][CH2:3][O:4][CH2:5][CH2:6]2)[CH2:11][N:12]([C:17]2[CH:18]=[CH:19][C:20]([O:23][C:24]3[CH:29]=[CH:28][C:27]([C:30]([F:33])([F:31])[F:32])=[CH:26][CH:25]=3)=[CH:21][CH:22]=2)[S:13]([CH3:16])(=[O:15])=[O:14])[CH:63]=[CH:64][CH:65]=[CH:66][CH:67]=1. The yield is 0.730.